Dataset: Peptide-MHC class II binding affinity with 134,281 pairs from IEDB. Task: Regression. Given a peptide amino acid sequence and an MHC pseudo amino acid sequence, predict their binding affinity value. This is MHC class II binding data. The peptide sequence is ASVIPPARLFKAFVL. The MHC is DRB1_0802 with pseudo-sequence DRB1_0802. The binding affinity (normalized) is 0.593.